From a dataset of Reaction yield outcomes from USPTO patents with 853,638 reactions. Predict the reaction yield, written as a fraction of the theoretical maximum amount of product (1.0 means a 100% yield; for example, 0.34 means a 34% yield). (1) No catalyst specified. The yield is 0.500. The reactants are Cl[C:2]1[C:11]2[C:6](=[CH:7][C:8]3[O:15][CH2:14][CH:13]([CH2:16][O:17][CH3:18])[O:12][C:9]=3[CH:10]=2)[N:5]=[CH:4][N:3]=1.[F:19][C:20]([F:33])([F:32])[C:21]1[CH:22]=[C:23]([CH:25]=[C:26]([C:28]([F:31])([F:30])[F:29])[CH:27]=1)[NH2:24]. The product is [F:19][C:20]([F:32])([F:33])[C:21]1[CH:22]=[C:23]([NH:24][C:2]2[C:11]3[C:6](=[CH:7][C:8]4[O:15][CH2:14][CH:13]([CH2:16][O:17][CH3:18])[O:12][C:9]=4[CH:10]=3)[N:5]=[CH:4][N:3]=2)[CH:25]=[C:26]([C:28]([F:29])([F:31])[F:30])[CH:27]=1. (2) The reactants are Cl.[Cl:2][C:3]1[CH:4]=[C:5]([C:11]2([C:28]([F:31])([F:30])[F:29])[CH2:15][C:14]([C:16]3[CH:17]=[C:18]4[C:22](=[CH:23][CH:24]=3)[C:21]3([CH2:27][NH:26][CH2:25]3)[O:20][CH2:19]4)=[N:13][CH2:12]2)[CH:6]=[C:7]([Cl:10])[C:8]=1[Cl:9].CCN(C(C)C)C(C)C.[C:41](O)(=[O:45])[CH:42]([CH3:44])[CH3:43].C(P1(=O)OP(CCC)(=O)OP(CCC)(=O)O1)CC. The catalyst is C1COCC1. The product is [CH3:43][CH:42]([CH3:44])[C:41]([N:26]1[CH2:25][C:21]2([C:22]3[C:18](=[CH:17][C:16]([C:14]4[CH2:15][C:11]([C:5]5[CH:4]=[C:3]([Cl:2])[C:8]([Cl:9])=[C:7]([Cl:10])[CH:6]=5)([C:28]([F:30])([F:29])[F:31])[CH2:12][N:13]=4)=[CH:24][CH:23]=3)[CH2:19][O:20]2)[CH2:27]1)=[O:45]. The yield is 0.415. (3) The reactants are [CH3:1][C:2]1[CH:17]=[CH:16][C:5]([O:6][C:7]2[CH:8]=[C:9]([N+:13]([O-])=O)[CH:10]=[CH:11][CH:12]=2)=[CH:4][CH:3]=1. The catalyst is C(O)C.[Pd]. The product is [CH3:1][C:2]1[CH:17]=[CH:16][C:5]([O:6][C:7]2[CH:8]=[C:9]([CH:10]=[CH:11][CH:12]=2)[NH2:13])=[CH:4][CH:3]=1. The yield is 0.960. (4) The reactants are [C:1]([O:5][C:6]([N:8]1[CH2:13][CH2:12][C:11]([OH:20])([C:14]#[C:15][Si](C)(C)C)[CH2:10][CH2:9]1)=[O:7])([CH3:4])([CH3:3])[CH3:2].C(=O)([O-])[O-].[K+].[K+]. The catalyst is CO. The product is [C:1]([O:5][C:6]([N:8]1[CH2:13][CH2:12][C:11]([C:14]#[CH:15])([OH:20])[CH2:10][CH2:9]1)=[O:7])([CH3:4])([CH3:3])[CH3:2]. The yield is 0.860. (5) The reactants are [NH2:1][C:2]1[NH:3][C:4](=[O:15])[C:5]2[C:13]3[C:8](=[CH:9][CH:10]=[CH:11][CH:12]=3)[NH:7][C:6]=2[N:14]=1.[CH3:16][C:17]([CH3:28])([CH3:27])[C:18](O[C:18](=[O:19])[C:17]([CH3:28])([CH3:27])[CH3:16])=[O:19].C(N(CC)CC)C.C(Cl)(Cl)Cl. The catalyst is CN(C1C=CN=CC=1)C.CN(C=O)C.CO. The product is [CH3:16][C:17]([CH3:28])([CH3:27])[C:18]([NH:1][C:2]1[NH:3][C:4](=[O:15])[C:5]2[C:13]3[C:8](=[CH:9][CH:10]=[CH:11][CH:12]=3)[NH:7][C:6]=2[N:14]=1)=[O:19]. The yield is 0.730. (6) The reactants are [Cl:1][C:2]1[CH:3]=[C:4]2[C:9](=[CH:10][C:11]=1[O:12][Si](C)(C)C)[O:8][CH2:7][CH2:6][C:5]2(O[Si](C)(C)C)[C:17]#N.[OH2:24].[OH2:25].[Sn](Cl)Cl.Cl.C(OC(C)C)(=O)C. The catalyst is O.C(O)(=O)C. The product is [Cl:1][C:2]1[CH:3]=[C:4]2[C:9](=[CH:10][C:11]=1[OH:12])[O:8][CH2:7][CH2:6][CH:5]2[C:17]([OH:25])=[O:24]. The yield is 1.25. (7) The reactants are C([O:8][N:9]1[C:15](=[O:16])[N:14]2[CH2:17][C@H:10]1[CH2:11][CH2:12][C@H:13]2[C:18]1[O:19][CH:20]=[N:21][N:22]=1)C1C=CC=CC=1. The catalyst is C1COCC1.[Pd]. The product is [OH:8][N:9]1[C:15](=[O:16])[N:14]2[CH2:17][C@H:10]1[CH2:11][CH2:12][C@H:13]2[C:18]1[O:19][CH:20]=[N:21][N:22]=1. The yield is 0.910. (8) The reactants are C(OC([N:8]1[C:13]2[CH:14]=[C:15]([Cl:19])[C:16]([NH2:18])=[CH:17][C:12]=2[O:11][CH:10]([C:20]([N:22]2[CH2:27][CH2:26][C:25]([C:36]#[N:37])([CH2:28][C:29]3[CH:34]=[CH:33][C:32]([F:35])=[CH:31][CH:30]=3)[CH2:24][CH2:23]2)=[O:21])[CH2:9]1)=O)(C)(C)C.[N:38]([O-])=O.[Na+].O.O.Cl[Sn]Cl.CO[CH:49]([CH3:57])[C:50](OC)(OC)OC. The catalyst is Cl.O1CCOCC1. The product is [Cl:19][C:15]1[C:16]([N:18]2[CH:57]=[CH:49][CH:50]=[N:38]2)=[CH:17][C:12]2[O:11][CH:10]([C:20]([N:22]3[CH2:27][CH2:26][C:25]([CH2:28][C:29]4[CH:34]=[CH:33][C:32]([F:35])=[CH:31][CH:30]=4)([C:36]#[N:37])[CH2:24][CH2:23]3)=[O:21])[CH2:9][NH:8][C:13]=2[CH:14]=1. The yield is 0.0890. (9) The reactants are Cl[C:2]1[CH:7]=[C:6]([O:8][C:9]2[CH:10]=[CH:11][C:12]([NH:16][C:17]([N:19]3[CH2:23][CH2:22][N:21]([CH:24]4[CH2:29][CH2:28][O:27][CH2:26][CH2:25]4)[C:20]3=[O:30])=[O:18])=[N:13][C:14]=2[CH3:15])[CH:5]=[CH:4][N:3]=1.[C:31]([NH2:34])(=[O:33])[CH3:32].C([O-])([O-])=O.[Cs+].[Cs+].CC(C1C=C(C(C)C)C(C2C=CC=CC=2P(C2CCCCC2)C2CCCCC2)=C(C(C)C)C=1)C. The catalyst is O1CCOCC1.CCOC(C)=O.CC#N.O.C1C=CC(/C=C/C(/C=C/C2C=CC=CC=2)=O)=CC=1.C1C=CC(/C=C/C(/C=C/C2C=CC=CC=2)=O)=CC=1.C1C=CC(/C=C/C(/C=C/C2C=CC=CC=2)=O)=CC=1.[Pd].[Pd]. The product is [C:31]([NH:34][C:2]1[CH:7]=[C:6]([O:8][C:9]2[CH:10]=[CH:11][C:12]([NH:16][C:17]([N:19]3[CH2:23][CH2:22][N:21]([CH:24]4[CH2:25][CH2:26][O:27][CH2:28][CH2:29]4)[C:20]3=[O:30])=[O:18])=[N:13][C:14]=2[CH3:15])[CH:5]=[CH:4][N:3]=1)(=[O:33])[CH3:32]. The yield is 0.660.